This data is from Forward reaction prediction with 1.9M reactions from USPTO patents (1976-2016). The task is: Predict the product of the given reaction. (1) Given the reactants [CH3:1][O:2][C:3]1[CH:8]=[CH:7][C:6](B(O)O)=[CH:5][CH:4]=1.Cl[C:13]1[N:18]=[C:17]([NH2:19])[N:16]=[C:15]([NH:20][CH3:21])[CH:14]=1, predict the reaction product. The product is: [CH3:1][O:2][C:3]1[CH:8]=[CH:7][C:6]([C:13]2[N:18]=[C:17]([NH2:19])[N:16]=[C:15]([NH:20][CH3:21])[CH:14]=2)=[CH:5][CH:4]=1. (2) Given the reactants FC(F)(F)C(O)=O.[CH2:8]([NH:12][O:13][CH2:14][CH2:15][CH3:16])[CH2:9][CH2:10][CH3:11].CCN(C(C)C)C(C)C.[Br:26][CH2:27][C:28](Br)=[O:29], predict the reaction product. The product is: [CH2:8]([N:12]([O:13][CH2:14][CH2:15][CH3:16])[C:28](=[O:29])[CH2:27][Br:26])[CH2:9][CH2:10][CH3:11].